This data is from Full USPTO retrosynthesis dataset with 1.9M reactions from patents (1976-2016). The task is: Predict the reactants needed to synthesize the given product. Given the product [F:15][C:16]1[CH:26]=[CH:25][C:19]([O:20][CH2:21][C:22]([N:5]2[C@@H:4]([CH:1]([CH3:3])[CH3:2])[CH2:8][O:7][C:6]2=[O:9])=[O:23])=[CH:18][C:17]=1[CH3:27], predict the reactants needed to synthesize it. The reactants are: [CH:1]([C@H:4]1[CH2:8][O:7][C:6](=[O:9])[NH:5]1)([CH3:3])[CH3:2].[Li]CCCC.[F:15][C:16]1[CH:26]=[CH:25][C:19]([O:20][CH2:21][C:22](Cl)=[O:23])=[CH:18][C:17]=1[CH3:27].[NH4+].[Cl-].